From a dataset of Full USPTO retrosynthesis dataset with 1.9M reactions from patents (1976-2016). Predict the reactants needed to synthesize the given product. (1) Given the product [K+:27].[OH:2][C:1]1[CH:8]=[CH:7][C:5]([OH:6])=[CH:4][C:3]=1[S:12]([O-:15])(=[O:14])=[O:13], predict the reactants needed to synthesize it. The reactants are: [C:1]1([CH:8]=[CH:7][C:5]([OH:6])=[CH:4][CH:3]=1)[OH:2].ClCCl.[S:12](=O)(=[O:15])([OH:14])[OH:13].C(C(CCCC)C([O-])=O)C.[K+:27]. (2) Given the product [Cl:1][C:2]1[CH:7]=[C:6]([F:8])[CH:5]=[CH:4][C:3]=1[S:9]([NH:13][C:14]1[CH:19]=[CH:18][CH:17]=[C:16]([C:20]2[NH:24][N:23]=[N:22][N:21]=2)[CH:15]=1)(=[O:11])=[O:10], predict the reactants needed to synthesize it. The reactants are: [Cl:1][C:2]1[CH:7]=[C:6]([F:8])[CH:5]=[CH:4][C:3]=1[S:9](Cl)(=[O:11])=[O:10].[NH2:13][C:14]1[CH:15]=[C:16]([C:20]2[NH:24][N:23]=[N:22][N:21]=2)[CH:17]=[CH:18][CH:19]=1. (3) Given the product [CH3:37][N:34]1[CH2:35][CH2:36][N:31]([C:27]2[N:26]3[CH:38]=[C:23]([CH2:22][N:11]([CH2:9][CH2:6][CH3:5])[C@@H:12]4[C:21]5[N:20]=[CH:19][CH:18]=[CH:17][C:16]=5[CH2:15][CH2:14][CH2:13]4)[N:24]=[C:25]3[CH:30]=[CH:29][CH:28]=2)[CH2:32][CH2:33]1, predict the reactants needed to synthesize it. The reactants are: COC1C=C[C:6]([C@@H:9]([N:11]([CH2:22][C:23]2[N:24]=[C:25]3[CH:30]=[CH:29][CH:28]=[C:27]([N:31]4[CH2:36][CH2:35][N:34]([CH3:37])[CH2:33][CH2:32]4)[N:26]3[CH:38]=2)[C@@H:12]2[C:21]3[N:20]=[CH:19][CH:18]=[CH:17][C:16]=3[CH2:15][CH2:14][CH2:13]2)C)=[CH:5]C=1.C(=O)CC. (4) Given the product [Br:34][C:35]1[CH:36]=[CH:37][C:38]([O:24][CH2:23][CH:22]([CH2:25][O:26][Si:27]([C:30]([CH3:33])([CH3:32])[CH3:31])([CH3:28])[CH3:29])[CH2:21][O:20][Si:13]([C:16]([CH3:17])([CH3:19])[CH3:18])([CH3:15])[CH3:14])=[CH:39][N:40]=1, predict the reactants needed to synthesize it. The reactants are: CCOC(/N=N/C(OCC)=O)=O.[Si:13]([O:20][CH2:21][CH:22]([CH2:25][O:26][Si:27]([C:30]([CH3:33])([CH3:32])[CH3:31])([CH3:29])[CH3:28])[CH2:23][OH:24])([C:16]([CH3:19])([CH3:18])[CH3:17])([CH3:15])[CH3:14].[Br:34][C:35]1[N:40]=[CH:39][C:38](O)=[CH:37][CH:36]=1.C1(P(C2C=CC=CC=2)C2C=CC=CC=2)C=CC=CC=1. (5) The reactants are: C(ONC(CCCCCCNC1N=[N+]([O-])C2C=CC=CC=2N=1)=O)(C)(C)C.[NH2:27][CH2:28][CH2:29][CH2:30][N:31]([CH3:48])[CH2:32][CH2:33][CH2:34][NH:35][C:36]1[N:37]=[N+:38]([O-:47])[C:39]2[CH:46]=[CH:45][CH:44]=[CH:43][C:40]=2[N+:41]=1[O-:42].N1([C:54]([C:56]2[C:69]3[C:60](=[CH:61][C:62]4[C:67]([N:68]=3)=[CH:66][CH:65]=[CH:64][CH:63]=4)[CH:59]=[CH:58][CH:57]=2)=[O:55])C=CN=C1. Given the product [O-:47][N+:38]1[C:39]2[CH:46]=[CH:45][CH:44]=[CH:43][C:40]=2[N+:41]([O-:42])=[C:36]([NH:35][CH2:34][CH2:33][CH2:32][N:31]([CH3:48])[CH2:30][CH2:29][CH2:28][NH:27][C:54]([C:56]2[C:69]3[C:60](=[CH:61][C:62]4[C:67]([N:68]=3)=[CH:66][CH:65]=[CH:64][CH:63]=4)[CH:59]=[CH:58][CH:57]=2)=[O:55])[N:37]=1, predict the reactants needed to synthesize it. (6) Given the product [Cl:16][C:12]1[CH:11]=[CH:10][CH:9]=[C:8]2[C:13]=1[N:14]=[CH:15][C:6]([O:5][C:4]1[CH:3]=[C:2]([C:28]3[CH:27]=[CH:26][CH:25]=[C:24]([S:21]([CH3:20])(=[O:23])=[O:22])[CH:29]=3)[CH:19]=[CH:18][CH:17]=1)=[N:7]2, predict the reactants needed to synthesize it. The reactants are: Br[C:2]1[CH:3]=[C:4]([CH:17]=[CH:18][CH:19]=1)[O:5][C:6]1[CH:15]=[N:14][C:13]2[C:8](=[CH:9][CH:10]=[CH:11][C:12]=2[Cl:16])[N:7]=1.[CH3:20][S:21]([C:24]1[CH:25]=[C:26](B(O)O)[CH:27]=[CH:28][CH:29]=1)(=[O:23])=[O:22].C(=O)([O-])[O-].[Na+].[Na+].C1(C)C=CC=CC=1. (7) The reactants are: [Cl:1][C:2]1[CH:3]=[CH:4][C:5]([OH:11])=[C:6]([C:8](=[O:10])[CH3:9])[CH:7]=1.C(=O)([O-])[O-].[K+].[K+].Br[CH2:19][C:20]([CH3:22])=[CH2:21]. Given the product [Cl:1][C:2]1[CH:3]=[CH:4][C:5]([O:11][CH2:21][C:20]([CH3:22])=[CH2:19])=[C:6]([C:8](=[O:10])[CH3:9])[CH:7]=1, predict the reactants needed to synthesize it. (8) Given the product [CH2:1]([NH:8][C:9]1[C:10]2[N:11]([CH:26]=[CH:27][C:28]=2[C:30]2[CH:35]=[CH:34][CH:33]=[CH:32][CH:31]=2)[N:12]=[C:13]([C:15]2[CH:16]=[C:17]([NH:21][S:22]([CH3:25])(=[O:24])=[O:23])[CH:18]=[N:19][CH:20]=2)[CH:14]=1)[C:2]1[CH:7]=[CH:6][CH:5]=[CH:4][CH:3]=1, predict the reactants needed to synthesize it. The reactants are: [CH2:1]([NH:8][C:9]1[C:10]2[N:11]([CH:26]=[CH:27][C:28]=2Cl)[N:12]=[C:13]([C:15]2[CH:16]=[C:17]([NH:21][S:22]([CH3:25])(=[O:24])=[O:23])[CH:18]=[N:19][CH:20]=2)[CH:14]=1)[C:2]1[CH:7]=[CH:6][CH:5]=[CH:4][CH:3]=1.[C:30]1(B(O)O)[CH:35]=[CH:34][CH:33]=[CH:32][CH:31]=1.C1(P(C2CCCCC2)C2C=CC=CC=2C2C(C(C)C)=CC(C(C)C)=CC=2C(C)C)CCCCC1.C([O-])([O-])=O.[K+].[K+].C(NC1C2N(C=CC=2C2C=CC=CC=2)N=C(C2C=C(S(NC(C)(C)C)(=O)=O)C=NC=2)C=1)C1C=CC=CC=1.